This data is from Full USPTO retrosynthesis dataset with 1.9M reactions from patents (1976-2016). The task is: Predict the reactants needed to synthesize the given product. (1) Given the product [O:27]=[C:9]([N:10]1[CH2:15][CH2:14][N:13]([C:16](=[O:26])[C:17]2[CH:22]=[C:21]([F:23])[C:20]([F:24])=[C:19]([F:25])[CH:18]=2)[CH2:12][CH2:11]1)[CH2:8][C:7]([OH:28])=[O:6], predict the reactants needed to synthesize it. The reactants are: O[Li].O.C([O:6][C:7](=[O:28])[CH2:8][C:9](=[O:27])[N:10]1[CH2:15][CH2:14][N:13]([C:16](=[O:26])[C:17]2[CH:22]=[C:21]([F:23])[C:20]([F:24])=[C:19]([F:25])[CH:18]=2)[CH2:12][CH2:11]1)C.C1COCC1.O. (2) Given the product [C:33]([O:37][C:38]([N:40]1[CH2:45][CH2:17][CH2:18][CH:19]([CH2:20][CH:21]=[CH2:16])[CH2:41]1)=[O:39])([CH3:36])([CH3:35])[CH3:34], predict the reactants needed to synthesize it. The reactants are: [Br-].C[PH2+]([C:16]1[CH:21]=[CH:20][CH:19]=[CH:18][CH:17]=1)([C:16]1[CH:21]=[CH:20][CH:19]=[CH:18][CH:17]=1)[C:16]1[CH:21]=[CH:20][CH:19]=[CH:18][CH:17]=1.C1CCN2C(=NCCC2)CC1.[C:33]([O:37][C:38]([N:40]1[CH2:45]CCC(C=O)[CH2:41]1)=[O:39])([CH3:36])([CH3:35])[CH3:34]. (3) Given the product [CH2:30]([C:32]1[C:33]([OH:55])=[CH:34][C:35]([OH:54])=[C:36]([C:38]2[C:39]([C:46]3[CH:47]=[CH:48][C:49]([O:52][CH3:53])=[CH:50][CH:51]=3)=[C:40]([C:43]([NH:67][CH2:66][CH2:65][CH2:64][NH:63][C:56](=[O:57])[O:58][C:59]([CH3:61])([CH3:60])[CH3:62])=[O:45])[NH:41][N:42]=2)[CH:37]=1)[CH3:31], predict the reactants needed to synthesize it. The reactants are: C1C=CC2N(O)N=NC=2C=1.CN1CCOCC1.CCN=C=NCCCN(C)C.Cl.[CH2:30]([C:32]1[C:33]([OH:55])=[CH:34][C:35]([OH:54])=[C:36]([C:38]2[C:39]([C:46]3[CH:51]=[CH:50][C:49]([O:52][CH3:53])=[CH:48][CH:47]=3)=[C:40]([C:43]([OH:45])=O)[NH:41][N:42]=2)[CH:37]=1)[CH3:31].[C:56]([NH:63][CH2:64][CH2:65][CH2:66][NH2:67])([O:58][C:59]([CH3:62])([CH3:61])[CH3:60])=[O:57]. (4) The reactants are: [Cl:1][C:2]1[CH:7]=[CH:6][CH:5]=[CH:4][C:3]=1[CH2:8][CH2:9][C:10]([NH:12][C:13]1[C:22]([Cl:23])=[CH:21][CH:20]=[C:19]2[C:14]=1[CH:15]=[CH:16][C:17](Cl)=[N:18]2)=[O:11].[NH:25]1[CH2:29][CH2:28][C@H:27]([NH2:30])[CH2:26]1. Given the product [NH2:30][C@H:27]1[CH2:28][CH2:29][N:25]([C:17]2[CH:16]=[CH:15][C:14]3[C:19](=[CH:20][CH:21]=[C:22]([Cl:23])[C:13]=3[NH:12][C:10](=[O:11])[CH2:9][CH2:8][C:3]3[CH:4]=[CH:5][CH:6]=[CH:7][C:2]=3[Cl:1])[N:18]=2)[CH2:26]1, predict the reactants needed to synthesize it. (5) Given the product [CH2:25]1[C:26]2[CH:33]=[CH:32][C:31]([C:34]([O:15][CH2:14][CH:11]3[CH2:12][CH2:13][N:8]([CH2:1][C:2]4[CH:7]=[CH:6][CH:5]=[CH:4][CH:3]=4)[CH2:9][CH2:10]3)=[O:35])=[CH:30][C:27]=2[CH2:28][CH2:29][N:23]([C:21]([O:20][C:16]([CH3:19])([CH3:18])[CH3:17])=[O:22])[CH2:24]1, predict the reactants needed to synthesize it. The reactants are: [CH2:1]([N:8]1[CH2:13][CH2:12][CH:11]([CH2:14][OH:15])[CH2:10][CH2:9]1)[C:2]1[CH:7]=[CH:6][CH:5]=[CH:4][CH:3]=1.[C:16]([O:20][C:21]([N:23]1[CH2:29][CH2:28][C:27]2[CH:30]=[C:31]([C:34](O)=[O:35])[CH:32]=[CH:33][C:26]=2[CH2:25][CH2:24]1)=[O:22])([CH3:19])([CH3:18])[CH3:17].CC[N+](CCCN(C)C)=C=N.C(N(CC)CC)C.